This data is from Forward reaction prediction with 1.9M reactions from USPTO patents (1976-2016). The task is: Predict the product of the given reaction. (1) Given the reactants [Cl:1][C:2]1[CH:3]=[CH:4][CH:5]=[C:6]2[C:10]=1[N:9]([CH:11]1CC[CH2:13][CH2:12]1)[N:8]=[C:7]2[C:16]1[CH:21]=[CH:20][C:19]([O:22]C)=[CH:18][C:17]=1[CH3:24].B(Br)(Br)Br.C1CCCCC=1, predict the reaction product. The product is: [CH2:11]([N:9]1[C:10]2[C:6](=[CH:5][CH:4]=[CH:3][C:2]=2[Cl:1])[C:7]([C:16]2[CH:21]=[CH:20][C:19]([OH:22])=[CH:18][C:17]=2[CH3:24])=[N:8]1)[CH:12]=[CH2:13]. (2) Given the reactants [C:18]1(P([C:14]2[CH:19]=[CH:18][CH:17]=[CH:16]C=2)[C:18]2[CH:19]=[CH:14]C=[CH:16][CH:17]=2)[CH:19]=[CH:14]C=[CH:16][CH:17]=1.CC(O[C:24](/[N:26]=[N:27]/[C:28](OC(C)C)=O)=O)C.O[CH:35]1[CH2:40][CH2:39][N:38]([CH3:41])[CH2:37][CH2:36]1.[CH2:42]([Cl:44])Cl, predict the reaction product. The product is: [Cl:44][C:42]1[CH:16]=[CH:17][C:18]([C:28]2[C:36]3[CH:37]=[N:38][CH:39]=[CH:40][C:24]=3[N:26]([CH:35]3[CH2:40][CH2:39][N:38]([CH3:41])[CH2:37][CH2:36]3)[N:27]=2)=[CH:19][CH:14]=1. (3) Given the reactants [NH2:1][C:2](=O)[C@@H:3]([NH:26][C:27]([C:29]1([NH:35][C:36](=[O:42])[O:37][C:38]([CH3:41])([CH3:40])[CH3:39])[CH2:34][CH2:33][O:32][CH2:31][CH2:30]1)=[O:28])[CH2:4][C:5]1[CH:10]=[CH:9][C:8]([C:11]2[CH:16]=[CH:15][C:14]([S:17]([N:20]3[CH2:25][CH2:24][O:23][CH2:22][CH2:21]3)(=[O:19])=[O:18])=[CH:13][CH:12]=2)=[CH:7][CH:6]=1.CC[N+](S(N=C(OC)[O-])(=O)=O)(CC)CC, predict the reaction product. The product is: [C:2]([C@@H:3]([NH:26][C:27]([C:29]1([NH:35][C:36](=[O:42])[O:37][C:38]([CH3:40])([CH3:39])[CH3:41])[CH2:34][CH2:33][O:32][CH2:31][CH2:30]1)=[O:28])[CH2:4][C:5]1[CH:6]=[CH:7][C:8]([C:11]2[CH:12]=[CH:13][C:14]([S:17]([N:20]3[CH2:21][CH2:22][O:23][CH2:24][CH2:25]3)(=[O:19])=[O:18])=[CH:15][CH:16]=2)=[CH:9][CH:10]=1)#[N:1]. (4) The product is: [NH:1]1[C:5]([CH2:6][C:7]2[CH:8]=[C:9]([NH:13][C:14]([C:16]3[O:17][C:18]([C:26]4[CH:27]=[CH:28][C:23]([Cl:22])=[CH:24][CH:25]=4)=[CH:19][CH:20]=3)=[O:15])[CH:10]=[CH:11][CH:12]=2)=[N:4][N:3]=[N:2]1. Given the reactants [NH:1]1[C:5]([CH2:6][C:7]2[CH:8]=[C:9]([NH:13][C:14]([C:16]3[O:17][C:18](Br)=[CH:19][CH:20]=3)=[O:15])[CH:10]=[CH:11][CH:12]=2)=[N:4][N:3]=[N:2]1.[Cl:22][C:23]1[CH:28]=[CH:27][C:26](B(O)O)=[CH:25][CH:24]=1, predict the reaction product. (5) Given the reactants [Cl:1][C:2]1[CH:20]=[C:19]([F:21])[C:18]([N:22]2[C:27](=[O:28])[CH:26]=[C:25]([C:29]([F:32])([F:31])[F:30])[N:24]([CH3:33])[C:23]2=[O:34])=[CH:17][C:3]=1[O:4][C:5]1[CH:16]=[CH:15][CH:14]=[CH:13][C:6]=1[O:7][CH2:8][C:9]([O:11]C)=[O:10].C(OCC)(=O)C.[Cl-].[Na+], predict the reaction product. The product is: [Cl:1][C:2]1[CH:20]=[C:19]([F:21])[C:18]([N:22]2[C:27](=[O:28])[CH:26]=[C:25]([C:29]([F:30])([F:31])[F:32])[N:24]([CH3:33])[C:23]2=[O:34])=[CH:17][C:3]=1[O:4][C:5]1[CH:16]=[CH:15][CH:14]=[CH:13][C:6]=1[O:7][CH2:8][C:9]([OH:11])=[O:10]. (6) The product is: [Cl:17][C:18]1[CH:19]=[C:20]([C:28]2[CH:37]=[C:36]3[C:31]([CH2:32][CH2:33][CH2:34][C:35]43[N:41]=[C:40]([NH2:42])[C:39]([CH3:43])=[N:38]4)=[CH:30][CH:29]=2)[CH:21]=[N:22][CH:23]=1. Given the reactants CC([PH+](C(C)(C)C)CCCS([O-])(=O)=O)(C)C.[Cl:17][C:18]1[CH:19]=[C:20](B(O)O)[CH:21]=[N:22][CH:23]=1.Br[C:28]1[CH:37]=[C:36]2[C:31]([CH2:32][CH2:33][CH2:34][C:35]32[N:41]=[C:40]([NH2:42])[C:39]([CH3:43])=[N:38]3)=[CH:30][CH:29]=1.CC1CCCO1.C([O-])([O-])=O.[K+].[K+], predict the reaction product.